This data is from Forward reaction prediction with 1.9M reactions from USPTO patents (1976-2016). The task is: Predict the product of the given reaction. (1) Given the reactants [CH3:1][NH2:2].Cl[CH2:4][C@@H:5]([C:7]1[CH:12]=[CH:11][C:10]([F:13])=[CH:9][N:8]=1)[OH:6], predict the reaction product. The product is: [F:13][C:10]1[CH:11]=[CH:12][C:7]([C@@H:5]([OH:6])[CH2:4][NH:2][CH3:1])=[N:8][CH:9]=1. (2) Given the reactants Cl[CH:2]([C:49]1[CH:54]=[CH:53][C:52]([CH:55]2[CH2:57][CH2:56]2)=[CH:51][CH:50]=1)[C:3]1[CH:8]=[CH:7][N:6]=[CH:5][C:4]=1[O:9][C@@H:10]1[CH2:15][C@H:14]([CH2:16][O:17][CH2:18][C:19]2[CH:24]=[CH:23][CH:22]=[CH:21][CH:20]=2)[C@@H:13]([O:25][CH2:26][C:27]2[CH:32]=[CH:31][CH:30]=[CH:29][CH:28]=2)[C@H:12]([O:33][CH2:34][C:35]2[CH:40]=[CH:39][CH:38]=[CH:37][CH:36]=2)[C@H:11]1[O:41][CH2:42][C:43]1[CH:48]=[CH:47][CH:46]=[CH:45][CH:44]=1.C(OCC)(=O)C, predict the reaction product. The product is: [CH:55]1([C:52]2[CH:51]=[CH:50][C:49]([CH2:2][C:3]3[CH:8]=[CH:7][N:6]=[CH:5][C:4]=3[O:9][C@@H:10]3[CH2:15][C@H:14]([CH2:16][O:17][CH2:18][C:19]4[CH:24]=[CH:23][CH:22]=[CH:21][CH:20]=4)[C@@H:13]([O:25][CH2:26][C:27]4[CH:28]=[CH:29][CH:30]=[CH:31][CH:32]=4)[C@H:12]([O:33][CH2:34][C:35]4[CH:40]=[CH:39][CH:38]=[CH:37][CH:36]=4)[C@H:11]3[O:41][CH2:42][C:43]3[CH:48]=[CH:47][CH:46]=[CH:45][CH:44]=3)=[CH:54][CH:53]=2)[CH2:56][CH2:57]1.